From a dataset of Forward reaction prediction with 1.9M reactions from USPTO patents (1976-2016). Predict the product of the given reaction. (1) Given the reactants [OH:1][C:2]1[CH:7]=[CH:6][C:5]([C:8]([CH2:11][C:12]([CH3:15])([CH3:14])[CH3:13])([CH3:10])[CH3:9])=[CH:4][C:3]=1[N:16]1[N:20]=[C:19]2[CH:21]=[CH:22][CH:23]=[CH:24][C:18]2=[N:17]1.[CH2:25]=O.[CH2:27]([NH:31][CH2:32][CH2:33][CH2:34][CH3:35])[CH2:28][CH2:29][CH3:30], predict the reaction product. The product is: [OH:1][C:2]1[C:7]([CH2:25][N:31]([CH2:32][CH2:33][CH2:34][CH3:35])[CH2:27][CH2:28][CH2:29][CH3:30])=[CH:6][C:5]([C:8]([CH2:11][C:12]([CH3:13])([CH3:14])[CH3:15])([CH3:9])[CH3:10])=[CH:4][C:3]=1[N:16]1[N:20]=[C:19]2[CH:21]=[CH:22][CH:23]=[CH:24][C:18]2=[N:17]1. (2) Given the reactants [CH3:1][O:2][C:3]1[N:13]=[CH:12][C:11]2[S:10][CH2:9][CH2:8][N:7]([CH2:14][C:15]3[CH:24]=[CH:23][CH:22]=[CH:21][C:16]=3[C:17]([O:19]C)=[O:18])[CH2:6][C:5]=2[CH:4]=1.CO.C1COCC1.[OH-].[Li+], predict the reaction product. The product is: [CH3:1][O:2][C:3]1[N:13]=[CH:12][C:11]2[S:10][CH2:9][CH2:8][N:7]([CH2:14][C:15]3[CH:24]=[CH:23][CH:22]=[CH:21][C:16]=3[C:17]([OH:19])=[O:18])[CH2:6][C:5]=2[CH:4]=1. (3) Given the reactants [O:1]=[C:2]1[CH2:7][N:6]2[C:8](=[O:11])[CH2:9][CH2:10][CH:5]2[CH2:4][N:3]1[C:12]1[CH:13]=[N:14][N:15]2[CH2:20][C@H:19]([CH3:21])[N:18]([C:22]([O:24]C(C)(C)C)=O)[CH2:17][C:16]=12.CCN(CC)CC.[Cl:36][C:37]1[CH:42]=[C:41]([N:43]=C=O)[CH:40]=[CH:39][C:38]=1[F:46], predict the reaction product. The product is: [Cl:36][C:37]1[CH:42]=[C:41]([NH:43][C:22]([N:18]2[C@@H:19]([CH3:21])[CH2:20][N:15]3[N:14]=[CH:13][C:12]([N:3]4[C:2](=[O:1])[CH2:7][N:6]5[C:8](=[O:11])[CH2:9][CH2:10][CH:5]5[CH2:4]4)=[C:16]3[CH2:17]2)=[O:24])[CH:40]=[CH:39][C:38]=1[F:46].